Dataset: Full USPTO retrosynthesis dataset with 1.9M reactions from patents (1976-2016). Task: Predict the reactants needed to synthesize the given product. (1) Given the product [C:14]1([NH:20][C:9]2[S:31][N:34]=[N:35][C:8]=2[C:7]([NH2:13])=[O:12])[CH:19]=[CH:18][CH:17]=[CH:16][CH:15]=1, predict the reactants needed to synthesize it. The reactants are: CC([O-])(C)C.[K+].[C:7]([NH2:13])(=[O:12])[CH2:8][C:9](C)=O.[C:14]1([N:20]=C=S)[CH:19]=[CH:18][CH:17]=[CH:16][CH:15]=1.Cl.CC1C=CC([S:31]([N-:34][N+:35]#N)(=O)=O)=CC=1. (2) The reactants are: [OH-].[K+].[C:3]([C:5]1[CH:6]=[C:7]([C:16]2[N:20]([CH3:21])[N:19]=[CH:18][C:17]=2[CH3:22])[C:8]([CH3:15])=[C:9]([CH:14]=1)[C:10]([O:12]C)=[O:11])#[N:4].Cl. Given the product [C:3]([C:5]1[CH:6]=[C:7]([C:16]2[N:20]([CH3:21])[N:19]=[CH:18][C:17]=2[CH3:22])[C:8]([CH3:15])=[C:9]([CH:14]=1)[C:10]([OH:12])=[O:11])#[N:4], predict the reactants needed to synthesize it. (3) Given the product [Cl:12][C:10]1[CH:11]=[C:6]2[NH:5][CH2:4][CH2:3][CH2:2][N:7]2[C:8](=[O:15])[N:9]=1, predict the reactants needed to synthesize it. The reactants are: Br[CH2:2][CH2:3][CH2:4][NH:5][C:6]1[CH:11]=[C:10]([Cl:12])[N:9]=[C:8](Cl)[N:7]=1.C(=O)([O-])[O-:15].[K+].[K+]. (4) Given the product [CH3:9][O:10][C:11]1[CH:12]=[C:13]2[C:18](=[CH:19][C:20]=1[CH2:21][NH:22][C@H:23]1[CH2:28][CH2:27][CH2:26][N:25]([CH2:49][C@@H:47]3[CH2:46][CH2:45][C:44](=[O:43])[NH:48]3)[C@H:24]1[C:29]1[CH:34]=[CH:33][CH:32]=[CH:31][CH:30]=1)[N:17]([CH3:35])[C:16](=[O:36])[CH2:15][CH2:14]2, predict the reactants needed to synthesize it. The reactants are: C(OCC)(=O)C.CO.[CH3:9][O:10][C:11]1[CH:12]=[C:13]2[C:18](=[CH:19][C:20]=1[CH2:21][NH:22][C@H:23]1[CH2:28][CH2:27][CH2:26][NH:25][C@H:24]1[C:29]1[CH:34]=[CH:33][CH:32]=[CH:31][CH:30]=1)[N:17]([CH3:35])[C:16](=[O:36])[CH2:15][CH2:14]2.C(=O)([O-])[O-].[K+].[K+].[O:43]=[C:44]1[NH:48][CH:47]([CH2:49]OS(C2C=CC(C)=CC=2)(=O)=O)[CH2:46][CH2:45]1.